Dataset: Catalyst prediction with 721,799 reactions and 888 catalyst types from USPTO. Task: Predict which catalyst facilitates the given reaction. (1) Reactant: [N:1]1[CH:6]=[CH:5][N:4]=[CH:3][C:2]=1[N:7]1[C:15]2[CH:14]=[CH:13][N:12]=[CH:11][C:10]=2[N:9]=[N:8]1.[Cl:16][C:17]1[C:25]([C:26]([F:29])([F:28])[F:27])=[CH:24][CH:23]=[CH:22][C:18]=1[C:19](Cl)=[O:20].CCOC(C1CC(C(OCC)=O)=C(C)NC=1C)=O. Product: [Cl:16][C:17]1[C:25]([C:26]([F:28])([F:29])[F:27])=[CH:24][CH:23]=[CH:22][C:18]=1[C:19]([N:12]1[CH:13]=[CH:14][C:15]2[N:7]([C:2]3[CH:3]=[N:4][CH:5]=[CH:6][N:1]=3)[N:8]=[N:9][C:10]=2[CH2:11]1)=[O:20]. The catalyst class is: 1. (2) Reactant: N[C:2]1[CH:10]=[C:9]2[C:5]([CH2:6][O:7][C:8]2=[C:11]2[C:19]3[C:14](=[CH:15][CH:16]=[CH:17][CH:18]=3)[NH:13][C:12]2=[O:20])=[CH:4][CH:3]=1.C([N:24](CC)C(C)C)(C)C.[C:30](Cl)(=[O:34])[CH2:31][CH2:32][CH3:33]. Product: [O:20]=[C:12]1[C:11](=[C:8]2[C:9]3[C:5](=[CH:4][CH:3]=[C:2]([CH:31]([CH2:32][CH3:33])[C:30]([NH2:24])=[O:34])[CH:10]=3)[CH2:6][O:7]2)[C:15]2[C:14](=[CH:19][CH:18]=[CH:17][CH:16]=2)[NH:13]1. The catalyst class is: 1. (3) Reactant: [CH:1]1([N:4]([CH2:28][C:29]2[CH:34]=[C:33]([CH2:35][CH2:36][CH2:37][O:38][CH3:39])[CH:32]=[C:31]([O:40][CH2:41][CH2:42][O:43][CH3:44])[CH:30]=2)[C:5]([C@@H:7]2[C@@:12]([OH:20])([C:13]3[CH:18]=[CH:17][N:16]=[C:15]([OH:19])[CH:14]=3)[CH2:11][CH2:10][N:9]([C:21]([O:23][C:24]([CH3:27])([CH3:26])[CH3:25])=[O:22])[CH2:8]2)=[O:6])[CH2:3][CH2:2]1.[OH-].[Na+].[CH3:47]OS(OC)(=O)=O. Product: [CH:1]1([N:4]([CH2:28][C:29]2[CH:34]=[C:33]([CH2:35][CH2:36][CH2:37][O:38][CH3:39])[CH:32]=[C:31]([O:40][CH2:41][CH2:42][O:43][CH3:44])[CH:30]=2)[C:5]([C@@H:7]2[C@@:12]([OH:20])([C:13]3[CH:18]=[CH:17][N:16]([CH3:47])[C:15](=[O:19])[CH:14]=3)[CH2:11][CH2:10][N:9]([C:21]([O:23][C:24]([CH3:27])([CH3:26])[CH3:25])=[O:22])[CH2:8]2)=[O:6])[CH2:3][CH2:2]1. The catalyst class is: 5. (4) Reactant: C([O:3][C:4](=[O:25])[C:5]1[CH:10]=[C:9]([C:11](=[O:17])[N:12]([CH3:16])[CH2:13][CH2:14][CH3:15])[CH:8]=[C:7]([C:18](=[O:24])[N:19]([CH3:23])[CH2:20][CH2:21][CH3:22])[CH:6]=1)C.[OH-].[Li+].C1COCC1. Product: [CH3:23][N:19]([CH2:20][CH2:21][CH3:22])[C:18]([C:7]1[CH:6]=[C:5]([CH:10]=[C:9]([C:11](=[O:17])[N:12]([CH3:16])[CH2:13][CH2:14][CH3:15])[CH:8]=1)[C:4]([OH:25])=[O:3])=[O:24]. The catalyst class is: 6. (5) Reactant: [H-].[Na+].[Br:3][C:4]1[C:5]([C:10]2[CH:15]=[CH:14][C:13]([F:16])=[CH:12][CH:11]=2)=[N:6][N:7]([OH:9])[CH:8]=1.Br[CH:18]([CH3:20])[CH3:19]. Product: [Br:3][C:4]1[C:5]([C:10]2[CH:15]=[CH:14][C:13]([F:16])=[CH:12][CH:11]=2)=[N:6][N:7]([O:9][CH:18]([CH3:20])[CH3:19])[CH:8]=1. The catalyst class is: 3. (6) Reactant: [NH2:1][C@@H:2]([C@H:4]1[C@@H:8]2[C@@H:9]3[C@@:22]([CH3:25])([CH2:23][CH2:24][C@@:7]2([NH:40][CH2:41][CH2:42][N:43]2[CH2:48][CH2:47][S:46](=[O:50])(=[O:49])[CH2:45][CH2:44]2)[CH2:6][CH2:5]1)[C@@:21]1([CH3:26])[C@@H:12]([C@:13]2([CH3:39])[C@@H:18]([CH2:19][CH2:20]1)[C:17]([CH3:28])([CH3:27])[C:16]([C:29]1[CH:38]=[CH:37][C:32]([C:33]([O:35]C)=[O:34])=[CH:31][CH:30]=1)=[CH:15][CH2:14]2)[CH2:11][CH2:10]3)[CH3:3].[C:51]([OH:57])([C:53]([F:56])([F:55])[F:54])=[O:52].O.[OH-].[Li+]. Product: [NH2:1][CH:2]([C@H:4]1[C@@H:8]2[C@@H:9]3[C@@:22]([CH3:25])([CH2:23][CH2:24][C@@:7]2([NH:40][CH2:41][CH2:42][N:43]2[CH2:44][CH2:45][S:46](=[O:50])(=[O:49])[CH2:47][CH2:48]2)[CH2:6][CH2:5]1)[C@@:21]1([CH3:26])[C@@H:12]([C@:13]2([CH3:39])[C@@H:18]([CH2:19][CH2:20]1)[C:17]([CH3:27])([CH3:28])[C:16]([C:29]1[CH:30]=[CH:31][C:32]([C:33]([OH:35])=[O:34])=[CH:37][CH:38]=1)=[CH:15][CH2:14]2)[CH2:11][CH2:10]3)[CH3:3].[C:51]([OH:57])([C:53]([F:56])([F:55])[F:54])=[O:52]. The catalyst class is: 83. (7) Reactant: [CH2:1]([O:8][C@H:9]([C@@H:11]([N:14]1[C:18](=[O:19])[N:17]([C:20]2[CH:25]=[CH:24][C:23]([N:26]3[CH2:31][CH2:30][N:29]([C:32]4[CH:37]=[CH:36][C:35]([OH:38])=[CH:34][CH:33]=4)[CH2:28][CH2:27]3)=[CH:22][CH:21]=2)[CH:16]=[N:15]1)[CH2:12][CH3:13])[CH3:10])[C:2]1[CH:7]=[CH:6][CH:5]=[CH:4][CH:3]=1.CS(C)=O.[OH-].[Na+].[N:45]1([CH2:50][C@@:51]2([C:68]3[CH:73]=[CH:72][C:71]([F:74])=[CH:70][C:69]=3[F:75])[O:55][CH2:54][C@@H:53]([CH2:56]OS(C3C=CC(C)=CC=3)(=O)=O)[CH2:52]2)[CH:49]=[N:48][CH:47]=[N:46]1. Product: [N:45]1([CH2:50][C@@:51]2([C:68]3[CH:73]=[CH:72][C:71]([F:74])=[CH:70][C:69]=3[F:75])[O:55][CH2:54][C@@H:53]([CH2:56][O:38][C:35]3[CH:36]=[CH:37][C:32]([N:29]4[CH2:28][CH2:27][N:26]([C:23]5[CH:24]=[CH:25][C:20]([N:17]6[C:18](=[O:19])[N:14]([C@@H:11]([CH2:12][CH3:13])[C@@H:9]([O:8][CH2:1][C:2]7[CH:3]=[CH:4][CH:5]=[CH:6][CH:7]=7)[CH3:10])[N:15]=[CH:16]6)=[CH:21][CH:22]=5)[CH2:31][CH2:30]4)=[CH:33][CH:34]=3)[CH2:52]2)[CH:49]=[N:48][CH:47]=[N:46]1. The catalyst class is: 252.